From a dataset of NCI-60 drug combinations with 297,098 pairs across 59 cell lines. Regression. Given two drug SMILES strings and cell line genomic features, predict the synergy score measuring deviation from expected non-interaction effect. Drug 1: COC1=NC(=NC2=C1N=CN2C3C(C(C(O3)CO)O)O)N. Drug 2: C1=NC(=NC(=O)N1C2C(C(C(O2)CO)O)O)N. Cell line: OVCAR-5. Synergy scores: CSS=-8.89, Synergy_ZIP=-6.04, Synergy_Bliss=-9.49, Synergy_Loewe=-37.3, Synergy_HSA=-21.0.